Dataset: Catalyst prediction with 721,799 reactions and 888 catalyst types from USPTO. Task: Predict which catalyst facilitates the given reaction. Reactant: [CH2:1]([C:3]1[CH:4]=[C:5]([C:14]([OH:16])=[O:15])[C:6](=[CH:10][C:11]=1[CH2:12][CH3:13])[C:7]([OH:9])=O)[CH3:2]. Product: [CH2:12]([C:11]1[CH:10]=[C:6]2[C:7](=[O:9])[O:16][C:14](=[O:15])[C:5]2=[CH:4][C:3]=1[CH2:1][CH3:2])[CH3:13]. The catalyst class is: 152.